Dataset: Full USPTO retrosynthesis dataset with 1.9M reactions from patents (1976-2016). Task: Predict the reactants needed to synthesize the given product. (1) Given the product [CH2:1]([O:3][C:4]([C:5]1[S:19][C:17]([CH3:18])=[N:20][C:6]=1[C:8]1[CH:13]=[CH:12][C:11]([F:14])=[CH:10][CH:9]=1)=[O:16])[CH3:2], predict the reactants needed to synthesize it. The reactants are: [CH2:1]([O:3][C:4](=[O:16])[CH:5](Cl)[C:6]([C:8]1[CH:13]=[CH:12][C:11]([F:14])=[CH:10][CH:9]=1)=O)[CH3:2].[C:17]([NH2:20])(=[S:19])[CH3:18].COC(C1N=C(N(C)C)SC=1C1C=CC=C(OC)C=1)=O. (2) Given the product [Br:1][C:2]1[CH:7]=[CH:6][C:5]([Br:8])=[C:4]2[C:3]=1[N:10]=[C:17]([C:11]1[CH:16]=[CH:15][CH:14]=[CH:13][CH:12]=1)[C:18]([C:20]1[CH:25]=[CH:24][CH:23]=[CH:22][CH:21]=1)=[N:9]2, predict the reactants needed to synthesize it. The reactants are: [Br:1][C:2]1[C:3]([NH2:10])=[C:4]([NH2:9])[C:5]([Br:8])=[CH:6][CH:7]=1.[C:11]1([C:17](=O)[C:18]([C:20]2[CH:25]=[CH:24][CH:23]=[CH:22][CH:21]=2)=O)[CH:16]=[CH:15][CH:14]=[CH:13][CH:12]=1.C(O)(=O)C.C(=O)(O)[O-].[Na+]. (3) Given the product [C:8]([C:10]1[CH:25]=[CH:24][C:13]([CH:14]2[N:4]3[N:5]=[N:6][N:7]=[C:3]3[NH:2][C:21]([CH3:22])=[C:15]2[C:16]([O:18][CH2:19][CH3:20])=[O:17])=[CH:12][CH:11]=1)#[N:9], predict the reactants needed to synthesize it. The reactants are: O.[NH2:2][C:3]1[NH:7][N:6]=[N:5][N:4]=1.[C:8]([C:10]1[CH:25]=[CH:24][C:13]([CH:14]=[C:15]([C:21](=O)[CH3:22])[C:16]([O:18][CH2:19][CH3:20])=[O:17])=[CH:12][CH:11]=1)#[N:9].C(=O)(O)[O-].[Na+]. (4) Given the product [Br:1][C:2]1[C:3]([CH3:12])=[CH:4][C:5]([Cl:11])=[C:6]([NH2:8])[CH:7]=1, predict the reactants needed to synthesize it. The reactants are: [Br:1][C:2]1[CH:7]=[C:6]([N+:8]([O-])=O)[C:5]([Cl:11])=[CH:4][C:3]=1[CH3:12].C(O)(=O)C.C(N)=N. (5) The reactants are: [CH3:1][O:2][C:3](=[O:15])[C@@H:4]([OH:14])[C@H:5]([OH:13])[CH2:6][C:7]1[CH:12]=[CH:11][CH:10]=[CH:9][CH:8]=1.O[C@H:17]([C@@H:22](O)[CH2:23][C:24]1C=CC=CC=1)[C:18](OC)=O. Given the product [CH3:1][O:2][C:3]([C@@H:4]1[C@@H:5]([CH2:6][C:7]2[CH:12]=[CH:11][CH:10]=[CH:9][CH:8]=2)[O:13][C:22]([CH2:23][CH3:24])([CH2:17][CH3:18])[O:14]1)=[O:15], predict the reactants needed to synthesize it. (6) Given the product [NH2:18][C:16]1[C:15](=[O:19])[N:14]([CH3:20])[CH:13]=[C:12]([C:11]2[CH:10]=[CH:9][N:8]=[C:7]([N:21]3[CH2:32][CH2:31][N:30]4[C:23](=[CH:24][C:25]5[CH2:26][C:27]([CH3:33])([CH3:34])[CH2:28][C:29]=54)[C:22]3=[O:35])[C:6]=2[CH2:5][OH:4])[CH:17]=1, predict the reactants needed to synthesize it. The reactants are: C([O:4][CH2:5][C:6]1[C:7]([N:21]2[CH2:32][CH2:31][N:30]3[C:23](=[CH:24][C:25]4[CH2:26][C:27]([CH3:34])([CH3:33])[CH2:28][C:29]=43)[C:22]2=[O:35])=[N:8][CH:9]=[CH:10][C:11]=1[C:12]1[CH:17]=[C:16]([NH2:18])[C:15](=[O:19])[N:14]([CH3:20])[CH:13]=1)(=O)C.[Li+].[OH-]. (7) The reactants are: [Br:1][C:2]1[N:7]=[C:6]([NH2:8])[CH:5]=[CH:4][C:3]=1[Cl:9].N1C=CC=CC=1.[C:16](Cl)(=[O:23])[C:17]1[CH:22]=[CH:21][CH:20]=[CH:19][CH:18]=1. Given the product [Br:1][C:2]1[N:7]=[C:6]([NH:8][C:16](=[O:23])[C:17]2[CH:22]=[CH:21][CH:20]=[CH:19][CH:18]=2)[CH:5]=[CH:4][C:3]=1[Cl:9], predict the reactants needed to synthesize it. (8) Given the product [C:26]([O:25][C:23]([N:30]1[CH2:31][CH2:32][CH2:33][C@@H:34]1[C@@H:44]([OH:45])[C@@H:43]([N:42]([CH2:35][C:36]1[CH:37]=[CH:38][CH:39]=[CH:40][CH:41]=1)[CH2:53][C:54]1[CH:55]=[CH:56][CH:57]=[CH:58][CH:59]=1)[CH2:46][C:47]1[CH:52]=[CH:51][CH:50]=[CH:49][CH:48]=1)=[O:24])([CH3:29])([CH3:28])[CH3:27], predict the reactants needed to synthesize it. The reactants are: C([Li])(CC)C.C1C[C@H]2N(C[C@H]3[C@@H]4CCCCN4C[C@@H]2C3)CC1.[C:23]([N:30]1[CH2:34][CH2:33][CH2:32][CH2:31]1)([O:25][C:26]([CH3:29])([CH3:28])[CH3:27])=[O:24].[CH2:35]([N:42]([CH2:53][C:54]1[CH:59]=[CH:58][CH:57]=[CH:56][CH:55]=1)[C@@H:43]([CH2:46][C:47]1[CH:52]=[CH:51][CH:50]=[CH:49][CH:48]=1)[CH:44]=[O:45])[C:36]1[CH:41]=[CH:40][CH:39]=[CH:38][CH:37]=1. (9) The reactants are: CS(O[CH:6]([C:11]1[CH:16]=[CH:15][C:14]([O:17][C:18]([F:21])([F:20])[F:19])=[CH:13][CH:12]=1)[C:7]([F:10])([F:9])[F:8])(=O)=O.[N-:22]=[N+:23]=[N-:24].[Na+].O. Given the product [N:22]([CH:6]([C:11]1[CH:16]=[CH:15][C:14]([O:17][C:18]([F:21])([F:20])[F:19])=[CH:13][CH:12]=1)[C:7]([F:10])([F:9])[F:8])=[N+:23]=[N-:24], predict the reactants needed to synthesize it.